From a dataset of Experimentally validated miRNA-target interactions with 360,000+ pairs, plus equal number of negative samples. Binary Classification. Given a miRNA mature sequence and a target amino acid sequence, predict their likelihood of interaction. (1) The miRNA is hsa-let-7e-5p with sequence UGAGGUAGGAGGUUGUAUAGUU. The protein sequence of the target gene is MRVMAPRALLLLLSGGLALTETWACSHSMRYFDTAVSRPGRGEPRFISVGYVDDTQFVRFDSDAASPRGEPRAPWVEQEGPEYWDRETQKYKRQAQADRVSLRNLRGYYNQSEDGSHTLQRMSGCDLGPDGRLLRGYDQSAYDGKDYIALNEDLRSWTAADTAAQITQRKLEAARAAEQLRAYLEGTCVEWLRRYLENGKETLQRAEPPKTHVTHHPLSDHEATLRCWALGFYPAEITLTWQRDGEDQTQDTELVETRPAGDGTFQKWAAVVVPSGQEQRYTCHMQHEGLQEPLTLSWEP.... Result: 1 (interaction). (2) The miRNA is hsa-miR-7843-3p with sequence AUGAAGCCUUCUCUGCCUUACG. The protein sequence of the target gene is MEETTPPLQAGSKPHLEKLTLGVTRILESSPGVTEVSIIEKLPAERHVISSWEQKNNCVMPEDVRNFYLMTNGFHMTWSVKLDEHIIPLGSMVINGISKLTQLIQSSVYSLPNAPTLADLEDDTQEGNEDHQLEKPHFDCRSAIFELDSCNGNGKVCLVYKNGKPGLAHDTEIWFLDRALYWHFLTDTFIAYYRLLITHLGLPQWQYAFTSYGISPQAKQWFSMYKPITYNTSLLTEESDNFANKLDPSKVFKSKNKILIPKKKGPVPPASGQKGPGPLPPPTSKPTTGSGNPVRK. Result: 0 (no interaction). (3) The miRNA is hsa-miR-3689a-5p with sequence UGUGAUAUCAUGGUUCCUGGGA. The protein sequence of the target gene is MAITLEEAPWLGWLLVKALMRFAFMVVNNLVAIPSYICYVIILQPLRVLDSKRFWYIEGIMYKWLLGMVASWGWYAGYTVMEWGEDIKAVSKDEAVMLVNHQATGDVCTLMMCLQDKGLVVAQMMWLMDHIFKYTNFGIVSLVHGDFFIRQGRSYRDQQLLLLKKHLENNYRSRDRKWIVLFPEGGFLRKRRETSQAFAKKNNLPFLTNVTLPRSGATKIILNALVAQQKNGSPAGGDAKELDSKSKGLQWIIDTTIAYPKAEPIDIQTWILGYRKPTVTHVHYRIFPIKDVPLETDDLT.... Result: 1 (interaction). (4) The miRNA is mmu-miR-27a-3p with sequence UUCACAGUGGCUAAGUUCCGC. The protein sequence of the target gene is MSAFSEAALEKKLSELSNSQQSVQTLSLWLIHHRKHSRPIVTVWERELRKAKPNRKLTFLYLANDVIQNSKRKGPEFTKDFAPVIVEAFKHVSSETDESCKKHLGRVLSIWEERSVYENDVLEQLKHALYGDKKARKRTYEQIKVDENENCSSLGSPSEPPQTLDLVRALQDLENAASGDAAVHQRIASLPVEVQEVSLLEKITDKESGERLSKMVEDACMLLADYNGRLAAEIDDRKQLTRMLADFLRCQKEALAEKEHKLEEYKRKLARVSLVRKELRARIQSLPDLSRLPNVTGSHM.... Result: 1 (interaction). (5) Result: 0 (no interaction). The protein sequence of the target gene is MPSAGERPAVKMGPAPAGEQHRRATEDPEVMELAFEGMDKEKAPSRKRARTEPPAEGLLQPVNLSREELYKEPTNEELNRLRETEILFHSTLLRLQVEELLKEVRLSEKKKERIDNFLKEVTKRIQKVPPVPEAELTDQSWLPAGVRVPLHQVPYAVKGSFRFRPPSQITVVGSYLLDTCMRPDINVDVAVTMPREILQDKDGLNQRYFRKRALYLAHLAYHLAQDPLFSSVRFSYMSGCHLKPSLLLRPHGKDERLVTVRLLPCPPLDFFRPCRLLPTKNNVRSAWYRGQSCPDYEPPT.... The miRNA is hsa-miR-30a-3p with sequence CUUUCAGUCGGAUGUUUGCAGC. (6) The miRNA is hsa-miR-744-5p with sequence UGCGGGGCUAGGGCUAACAGCA. The protein sequence of the target gene is MGCTVSAEDKAAAERSKMIDKNLREDGEKAAREVKLLLLGAGESGKSTIVKQMKIIHEDGYSEEECRQYRAVVYSNTIQSIMAIVKAMGNLQIDFADPQRADDARQLFALSCAAEEQGMLPEDLSGVIRRLWADHGVQACFGRSREYQLNDSAAYYLNDLERIAQSDYIPTQQDVLRTRVKTTGIVETHFTFKDLHFKMFDVGGQRSERKKWIHCFEGVTAIIFCVALSAYDLVLAEDEEMNRMHESMKLFDSICNNKWFTDTSIILFLNKKDLFEEKITQSSLTICFPEYTGANKYDEA.... Result: 0 (no interaction).